This data is from Full USPTO retrosynthesis dataset with 1.9M reactions from patents (1976-2016). The task is: Predict the reactants needed to synthesize the given product. (1) Given the product [OH:35][CH2:34][C@H:33]([NH:32][C:21]([C:20]1[C:14]2[C:15](=[N:16][CH:17]=[C:12]([C:6]3[C:5]4[C:9](=[CH:10][C:2]([Cl:1])=[CH:3][CH:4]=4)[N:8]([CH3:11])[N:7]=3)[N:13]=2)[N:18]([CH2:24][O:25][CH2:26][CH2:27][Si:28]([CH3:29])([CH3:31])[CH3:30])[CH:19]=1)=[O:22])[CH3:36], predict the reactants needed to synthesize it. The reactants are: [Cl:1][C:2]1[CH:10]=[C:9]2[C:5]([C:6]([C:12]3[N:13]=[C:14]4[C:20]([C:21](O)=[O:22])=[CH:19][N:18]([CH2:24][O:25][CH2:26][CH2:27][Si:28]([CH3:31])([CH3:30])[CH3:29])[C:15]4=[N:16][CH:17]=3)=[N:7][N:8]2[CH3:11])=[CH:4][CH:3]=1.[NH2:32][C@H:33]([CH3:36])[CH2:34][OH:35].CN(C(ON1N=NC2C=CC=CC1=2)=[N+](C)C)C.F[P-](F)(F)(F)(F)F.C1C=CC2N(O)N=NC=2C=1.C(N(CC)C(C)C)(C)C. (2) Given the product [OH:19][C:3]1[CH:4]=[CH:5][CH:6]=[CH:1][C:2]=1[C:10]#[N:11], predict the reactants needed to synthesize it. The reactants are: [CH:1]1[C:2]([C:10]#[N:11])=[CH:3][C:4](Br)=[C:5](O)[C:6]=1Br.C1C(C#N)=CC(I)=C([OH:19])C=1I. (3) The reactants are: [N:1]([CH2:4][S:5]([CH3:8])(=[O:7])=[O:6])=[C:2]=[O:3].[N+:9](=[C:11]1[C:15]([CH:16]=[CH:17][C:18]2[CH:25]=[CH:24][C:21]([C:22]#[N:23])=[CH:20][CH:19]=2)=[N:14][CH:13]=[N:12]1)=[N-:10]. Given the product [CH3:8][S:5]([CH2:4][N:1]1[C:2](=[O:3])[N:12]2[CH:13]=[N:14][C:15](/[CH:16]=[CH:17]/[C:18]3[CH:25]=[CH:24][C:21]([C:22]#[N:23])=[CH:20][CH:19]=3)=[C:11]2[N:9]=[N:10]1)(=[O:7])=[O:6], predict the reactants needed to synthesize it. (4) Given the product [CH3:33][N:2]([CH3:1])[CH2:3][C@@H:4]([CH3:32])[O:5][C:6]1[CH:15]=[CH:14][CH:13]=[C:12]2[C:7]=1[C:8]([NH:16][C:17]1[CH:22]=[CH:21][C:20]([O:23][CH2:24][C:25]3[CH:30]=[N:41][CH:28]=[CH:27][N:26]=3)=[C:19]([CH3:31])[CH:18]=1)=[N:9][CH:10]=[N:11]2, predict the reactants needed to synthesize it. The reactants are: [CH3:1][N:2]([CH3:33])[CH2:3][C@@H:4]([CH3:32])[O:5][C:6]1[CH:15]=[CH:14][CH:13]=[C:12]2[C:7]=1[C:8]([NH:16][C:17]1[CH:22]=[CH:21][C:20]([O:23][CH2:24][C:25]3[CH:30]=C[CH:28]=[CH:27][N:26]=3)=[C:19]([CH3:31])[CH:18]=1)=[N:9][CH:10]=[N:11]2.CS(OCC1C=NC=C[N:41]=1)(=O)=O. (5) Given the product [C:24]1([CH2:23][CH2:22][Si:31]([Cl:33])([Cl:32])[Cl:30])[CH:29]=[CH:28][CH:27]=[CH:26][CH:25]=1, predict the reactants needed to synthesize it. The reactants are: [Cl-].C([P+](CCCC)(CCCC)CCCC)C1C=CC=CC=1.[CH2:22]=[CH:23][C:24]1[CH:29]=[CH:28][CH:27]=[CH:26][CH:25]=1.[Cl:30][SiH:31]([Cl:33])[Cl:32].